Dataset: CYP2C9 inhibition data for predicting drug metabolism from PubChem BioAssay. Task: Regression/Classification. Given a drug SMILES string, predict its absorption, distribution, metabolism, or excretion properties. Task type varies by dataset: regression for continuous measurements (e.g., permeability, clearance, half-life) or binary classification for categorical outcomes (e.g., BBB penetration, CYP inhibition). Dataset: cyp2c9_veith. (1) The compound is COc1ccc(/C(O)=C2/C(=O)C(=O)N(CCCC(=O)O)C2c2ccc(OC)cc2)cc1. The result is 0 (non-inhibitor). (2) The molecule is COCCNc1nc(-c2c(C)noc2C)nc2ccccc12. The result is 0 (non-inhibitor). (3) The molecule is COC(=O)COc1ccc2c(-c3cccc([N+](=O)[O-])c3)cc(=O)oc2c1. The result is 0 (non-inhibitor). (4) The drug is COC(=O)[C@@]1(Cc2ccc(OC)cc2)[C@H]2c3cc(C(=O)N4CCCC4)n(CCc4c[nH]c5ccc(OC)cc45)c3C[C@H]2CN1C(=O)c1ccccc1. The result is 1 (inhibitor). (5) The result is 0 (non-inhibitor). The molecule is O=S(=O)(NCCO)c1ccc([Sb](=O)(O)O)cc1.